Dataset: CYP3A4 inhibition data for predicting drug metabolism from PubChem BioAssay. Task: Regression/Classification. Given a drug SMILES string, predict its absorption, distribution, metabolism, or excretion properties. Task type varies by dataset: regression for continuous measurements (e.g., permeability, clearance, half-life) or binary classification for categorical outcomes (e.g., BBB penetration, CYP inhibition). Dataset: cyp3a4_veith. (1) The compound is Cc1ccc(NC(=[OH+])c2cc3ccccc3cc2O)c(C)c1.Cc1ccc(NC(=[OH+])c2cc3ccccc3cc2O)c(C)c1.[Ni]. The result is 0 (non-inhibitor). (2) The molecule is CCOC(=O)c1cc(-c2ccc(OC)cc2F)nc2c1c(C)nn2CCC#N. The result is 0 (non-inhibitor).